From a dataset of Forward reaction prediction with 1.9M reactions from USPTO patents (1976-2016). Predict the product of the given reaction. (1) Given the reactants [CH3:1][O:2][C:3](=[O:25])[C:4](O)([C:20]([F:23])([F:22])[F:21])[C:5]1[C:9](=[O:10])[N:8]([C:11]2[CH:16]=[CH:15][CH:14]=[C:13]([O:17][CH3:18])[CH:12]=2)[NH:7][C:6]=1[CH3:19].S(Cl)(Cl)=O, predict the reaction product. The product is: [CH3:1][O:2][C:3](=[O:25])[C:4](=[C:5]1[C:9](=[O:10])[N:8]([C:11]2[CH:16]=[CH:15][CH:14]=[C:13]([O:17][CH3:18])[CH:12]=2)[N:7]=[C:6]1[CH3:19])[C:20]([F:23])([F:21])[F:22]. (2) Given the reactants [NH2:1][C@H:2]([C:13]([N:15]1[CH2:20][CH2:19][O:18][CH2:17][C@@H:16]1[CH3:21])=[O:14])[CH2:3][NH:4][C:5]([C:7]1[S:8][C:9]([Cl:12])=[CH:10][CH:11]=1)=[O:6].CCN(C(C)C)C(C)C.[CH2:31]([C:33]1[C:38]([N:39]2[CH2:44][CH2:43][O:42][CH2:41][C:40]2=[O:45])=[CH:37][CH:36]=[CH:35][C:34]=1[S:46](Cl)(=[O:48])=[O:47])[CH3:32], predict the reaction product. The product is: [CH2:31]([C:33]1[C:38]([N:39]2[CH2:44][CH2:43][O:42][CH2:41][C:40]2=[O:45])=[CH:37][CH:36]=[CH:35][C:34]=1[S:46]([NH:1][C@H:2]([C:13]([N:15]1[CH2:20][CH2:19][O:18][CH2:17][C@@H:16]1[CH3:21])=[O:14])[CH2:3][NH:4][C:5]([C:7]1[S:8][C:9]([Cl:12])=[CH:10][CH:11]=1)=[O:6])(=[O:47])=[O:48])[CH3:32]. (3) Given the reactants Cl.[NH2:2][C@H:3]1[CH2:7][CH2:6][N:5]([CH2:8][C:9]2[CH:10]=[C:11]3[C:16](=[CH:17][CH:18]=2)[N:15]=[CH:14][CH:13]=[C:12]3[Cl:19])[C:4]1=[O:20].[S:21]1[C:25]2[CH:26]=[CH:27][CH:28]=[CH:29][C:24]=2[CH:23]=[C:22]1[S:30](Cl)(=[O:32])=[O:31], predict the reaction product. The product is: [Cl:19][C:12]1[C:11]2[C:16](=[CH:17][CH:18]=[C:9]([CH2:8][N:5]3[CH2:6][CH2:7][C@H:3]([NH:2][S:30]([C:22]4[S:21][C:25]5[CH:26]=[CH:27][CH:28]=[CH:29][C:24]=5[CH:23]=4)(=[O:31])=[O:32])[C:4]3=[O:20])[CH:10]=2)[N:15]=[CH:14][CH:13]=1. (4) The product is: [C:1]([C:5]1[N:9]([CH2:10][CH:11]2[CH2:16][CH2:15][C:14]([F:18])([F:17])[CH2:13][CH2:12]2)[C:8]2[CH:19]=[CH:20][C:21]([S:23]([N:42]3[CH2:43][CH2:44][O:45][C@@H:40]([C:38]([NH:37][CH:34]4[CH2:35][CH2:36]4)=[O:39])[CH2:41]3)(=[O:25])=[O:24])=[CH:22][C:7]=2[N:6]=1)([CH3:4])([CH3:3])[CH3:2]. Given the reactants [C:1]([C:5]1[N:9]([CH2:10][CH:11]2[CH2:16][CH2:15][C:14]([F:18])([F:17])[CH2:13][CH2:12]2)[C:8]2[CH:19]=[CH:20][C:21]([S:23](Cl)(=[O:25])=[O:24])=[CH:22][C:7]=2[N:6]=1)([CH3:4])([CH3:3])[CH3:2].FC(F)(F)C([O-])=O.[CH:34]1([NH:37][C:38]([CH:40]2[O:45][CH2:44][CH2:43][NH2+:42][CH2:41]2)=[O:39])[CH2:36][CH2:35]1.CCN(C(C)C)C(C)C, predict the reaction product. (5) Given the reactants [C:1]([C:4]1[CH:9]=[CH:8][CH:7]=[CH:6][N:5]=1)(=[O:3])[CH3:2], predict the reaction product. The product is: [CH3:2][C@H:1]([C:4]1[CH:9]=[CH:8][CH:7]=[CH:6][N:5]=1)[OH:3]. (6) Given the reactants [CH2:1]([N:5]1[C:9]([C@@H:10]([NH:15]N2CCC[C@@H]2COC)[CH2:11][CH2:12][CH2:13][CH3:14])=[CH:8][N:7]=[C:6]1[C:24]1[CH:29]=[CH:28][CH:27]=[CH:26][CH:25]=1)[CH2:2][CH2:3][CH3:4].B.C1COCC1.Cl, predict the reaction product. The product is: [CH2:1]([N:5]1[C:9]([C@H:10]([NH2:15])[CH2:11][CH2:12][CH2:13][CH3:14])=[CH:8][N:7]=[C:6]1[C:24]1[CH:25]=[CH:26][CH:27]=[CH:28][CH:29]=1)[CH2:2][CH2:3][CH3:4]. (7) The product is: [ClH:24].[ClH:24].[NH2:1][CH2:2][C:3]1[N:12]=[C:11]([N:13]([C:15]2[CH:20]=[CH:19][C:18]([O:21][CH3:22])=[CH:17][CH:16]=2)[CH3:14])[C:10]2[C:5](=[CH:6][CH:7]=[C:8]([F:23])[CH:9]=2)[N:4]=1. Given the reactants [NH2:1][CH2:2][C:3]1[N:12]=[C:11]([N:13]([C:15]2[CH:20]=[CH:19][C:18]([O:21][CH3:22])=[CH:17][CH:16]=2)[CH3:14])[C:10]2[C:5](=[CH:6][CH:7]=[C:8]([F:23])[CH:9]=2)[N:4]=1.[ClH:24], predict the reaction product.